From a dataset of Reaction yield outcomes from USPTO patents with 853,638 reactions. Predict the reaction yield, written as a fraction of the theoretical maximum amount of product (1.0 means a 100% yield; for example, 0.34 means a 34% yield). (1) The reactants are [Br:1][C:2]1[CH:3]=[C:4]2[C:9](=[CH:10][CH:11]=1)[N:8]=[C:7]([C:12]([OH:14])=O)[CH:6]=[CH:5]2.C(N(CC)CC)C.Cl.[CH3:23][NH:24][O:25][CH3:26].CN(C(ON1N=NC2C=CC=CC1=2)=[N+](C)C)C.F[P-](F)(F)(F)(F)F. The catalyst is CN(C=O)C. The product is [Br:1][C:2]1[CH:3]=[C:4]2[C:9](=[CH:10][CH:11]=1)[N:8]=[C:7]([C:12]([N:24]([O:25][CH3:26])[CH3:23])=[O:14])[CH:6]=[CH:5]2. The yield is 0.920. (2) The yield is 0.520. The catalyst is N1C=CC=CC=1. The reactants are Cl.[F:2][C:3]1[CH:11]=[C:10]2[C:6]([C:7]([C:21]3[CH:22]=[N:23][N:24]([CH2:26][CH2:27][NH2:28])[CH:25]=3)=[CH:8][N:9]2[S:12]([C:15]2[CH:20]=[CH:19][CH:18]=[CH:17][CH:16]=2)(=[O:14])=[O:13])=[CH:5][CH:4]=1.[CH3:29][C:30](OC(C)=O)=[O:31]. The product is [F:2][C:3]1[CH:11]=[C:10]2[C:6]([C:7]([C:21]3[CH:22]=[N:23][N:24]([CH2:26][CH2:27][NH:28][C:30](=[O:31])[CH3:29])[CH:25]=3)=[CH:8][N:9]2[S:12]([C:15]2[CH:16]=[CH:17][CH:18]=[CH:19][CH:20]=2)(=[O:14])=[O:13])=[CH:5][CH:4]=1. (3) The reactants are [Cl:1][C:2]1[N:7]=[C:6]([I:8])[C:5]([OH:9])=[CH:4][CH:3]=1.[S:10]1[CH:14]=[CH:13][C:12]([CH2:15][CH2:16]O)=[CH:11]1.C1(P(C2C=CC=CC=2)C2C=CC=CC=2)C=CC=CC=1.N(C(OC(C)C)=O)=NC(OC(C)C)=O. The catalyst is O1CCCC1. The product is [Cl:1][C:2]1[N:7]=[C:6]([I:8])[C:5]([O:9][CH2:16][CH2:15][C:12]2[CH:13]=[CH:14][S:10][CH:11]=2)=[CH:4][CH:3]=1. The yield is 0.580.